Task: Predict which catalyst facilitates the given reaction.. Dataset: Catalyst prediction with 721,799 reactions and 888 catalyst types from USPTO Reactant: C([O:3][C:4]([C:6]12[CH2:24][CH:23]1[CH:22]=[CH:21][CH2:20][CH2:19][CH2:18][CH2:17][CH2:16][CH:15]([NH:25][C:26]([O:28][C:29]([CH3:32])([CH3:31])[CH3:30])=[O:27])[C:14](=[O:33])[N:13]1[CH:9]([CH2:10][CH:11]([O:34][Si:35]([C:38]([CH3:41])([CH3:40])[CH3:39])([CH3:37])[CH3:36])[CH2:12]1)[C:8](=[O:42])[NH:7]2)=[O:5])C.C1COCC1.CO.O.[OH-].[Li+]. Product: [C:29]([O:28][C:26]([NH:25][CH:15]1[C:14](=[O:33])[N:13]2[CH:9]([CH2:10][CH:11]([O:34][Si:35]([C:38]([CH3:40])([CH3:39])[CH3:41])([CH3:37])[CH3:36])[CH2:12]2)[C:8](=[O:42])[NH:7][C:6]2([C:4]([OH:5])=[O:3])[CH:23]([CH2:24]2)[CH:22]=[CH:21][CH2:20][CH2:19][CH2:18][CH2:17][CH2:16]1)=[O:27])([CH3:30])([CH3:31])[CH3:32]. The catalyst class is: 6.